Dataset: Full USPTO retrosynthesis dataset with 1.9M reactions from patents (1976-2016). Task: Predict the reactants needed to synthesize the given product. (1) Given the product [NH2:1][C:2]1[C:3]([C:16]([NH:18][CH3:19])=[O:17])=[N:4][C:5]([C:8]2[CH:13]=[CH:12][CH:11]=[C:10]([CH2:14][NH:28][CH2:27][C:26]3[CH:29]=[CH:30][C:23]([CH2:20][CH2:21][CH3:22])=[CH:24][CH:25]=3)[CH:9]=2)=[CH:6][N:7]=1, predict the reactants needed to synthesize it. The reactants are: [NH2:1][C:2]1[C:3]([C:16]([NH:18][CH3:19])=[O:17])=[N:4][C:5]([C:8]2[CH:13]=[CH:12][CH:11]=[C:10]([CH:14]=O)[CH:9]=2)=[CH:6][N:7]=1.[CH2:20]([C:23]1[CH:30]=[CH:29][C:26]([CH2:27][NH2:28])=[CH:25][CH:24]=1)[CH2:21][CH3:22].C([BH3-])#N.[Na+]. (2) The reactants are: O.[NH2:2][CH:3]1[C:9](=[O:10])[N:8]([CH2:11][C:12]2[CH:17]=[CH:16][C:15]([O:18][CH3:19])=[CH:14][CH:13]=2)[C:7]2[CH:20]=[CH:21][CH:22]=[CH:23][C:6]=2[C:5]2[CH:24]=[CH:25][CH:26]=[CH:27][C:4]1=2.C([O-])([O-])=O.[K+].[K+].Cl[C:35]([O:37][CH:38]1[CH:43]([CH:44]([CH3:46])[CH3:45])[CH2:42][CH2:41][C@@H:40]([CH3:47])[CH2:39]1)=[O:36]. Given the product [CH:44]([C@@H:43]1[CH2:42][CH2:41][C@@H:40]([CH3:47])[CH2:39][C@H:38]1[O:37][C:35](=[O:36])[NH:2][C@@H:3]1[C:9](=[O:10])[N:8]([CH2:11][C:12]2[CH:13]=[CH:14][C:15]([O:18][CH3:19])=[CH:16][CH:17]=2)[C:7]2[CH:20]=[CH:21][CH:22]=[CH:23][C:6]=2[C:5]2[CH:24]=[CH:25][CH:26]=[CH:27][C:4]1=2)([CH3:45])[CH3:46], predict the reactants needed to synthesize it.